This data is from Reaction yield outcomes from USPTO patents with 853,638 reactions. The task is: Predict the reaction yield, written as a fraction of the theoretical maximum amount of product (1.0 means a 100% yield; for example, 0.34 means a 34% yield). (1) The reactants are [CH3:1][C:2]1[C:14]2[C:13](=[O:15])[C:12]3[C:7](=[CH:8][CH:9]=[C:10]([N+:16]([O-])=O)[CH:11]=3)[NH:6][C:5]=2[N:4]([C:19]2[CH:24]=[CH:23][CH:22]=[CH:21][N:20]=2)[N:3]=1. The catalyst is CN(C)C=O.[C].[Pd]. The product is [NH2:16][C:10]1[CH:11]=[C:12]2[C:7](=[CH:8][CH:9]=1)[NH:6][C:5]1[N:4]([C:19]3[CH:24]=[CH:23][CH:22]=[CH:21][N:20]=3)[N:3]=[C:2]([CH3:1])[C:14]=1[C:13]2=[O:15]. The yield is 0.690. (2) The reactants are [CH2:1]([O:8][C:9]1[C:10]([C:28](O)=[O:29])=[N:11][C:12]([CH2:16][C:17]2([C:22]3[CH:27]=[CH:26][CH:25]=[CH:24][CH:23]=3)[CH2:21][CH2:20][CH2:19][CH2:18]2)=[N:13][C:14]=1[OH:15])[C:2]1[CH:7]=[CH:6][CH:5]=[CH:4][CH:3]=1.[Si:31]([O:38][CH2:39][CH2:40][NH:41][CH:42]1[CH2:44][CH2:43]1)([C:34]([CH3:37])([CH3:36])[CH3:35])([CH3:33])[CH3:32].C(N(CC)C(C)C)(C)C.CN(C(ON1N=NC2C=CC=NC1=2)=[N+](C)C)C.F[P-](F)(F)(F)(F)F. The catalyst is CN(C)C=O.O. The product is [Si:31]([O:38][CH2:39][CH2:40][N:41]([CH:42]1[CH2:43][CH2:44]1)[C:28]([C:10]1[C:9]([O:8][CH2:1][C:2]2[CH:7]=[CH:6][CH:5]=[CH:4][CH:3]=2)=[C:14]([OH:15])[N:13]=[C:12]([CH2:16][C:17]2([C:22]3[CH:23]=[CH:24][CH:25]=[CH:26][CH:27]=3)[CH2:18][CH2:19][CH2:20][CH2:21]2)[N:11]=1)=[O:29])([C:34]([CH3:37])([CH3:36])[CH3:35])([CH3:33])[CH3:32]. The yield is 0.963. (3) The reactants are [CH:1]([N:14]1[CH2:17][C:16](=O)[CH2:15]1)([C:8]1[CH:13]=[CH:12][CH:11]=[CH:10][CH:9]=1)[C:2]1[CH:7]=[CH:6][CH:5]=[CH:4][CH:3]=1.[CH2:19]([NH2:26])[C:20]1[CH:25]=[CH:24][CH:23]=[CH:22][CH:21]=1.C(O)(=O)C.[C-:31]#[N:32].[Na+]. The catalyst is CO. The product is [CH:1]([N:14]1[CH2:17][C:16]([NH:26][CH2:19][C:20]2[CH:25]=[CH:24][CH:23]=[CH:22][CH:21]=2)([C:31]#[N:32])[CH2:15]1)([C:8]1[CH:13]=[CH:12][CH:11]=[CH:10][CH:9]=1)[C:2]1[CH:7]=[CH:6][CH:5]=[CH:4][CH:3]=1. The yield is 0.720. (4) The reactants are [NH2:1][C:2]1[C:3]([C:7](=[N:17][OH:18])[NH:8][C:9]2[CH:14]=[CH:13][C:12]([F:15])=[C:11]([Cl:16])[CH:10]=2)=[N:4][O:5][N:6]=1.C(N(CC)C(C)C)(C)C.[CH2:28]([N:35]=[C:36]=[O:37])[C:29]1[CH:34]=[CH:33][CH:32]=[CH:31][CH:30]=1. The catalyst is ClCCl. The product is [NH2:1][C:2]1[C:3]([C:7](=[N:17][O:18][C:36]([NH:35][CH2:28][C:29]2[CH:34]=[CH:33][CH:32]=[CH:31][CH:30]=2)=[O:37])[NH:8][C:9]2[CH:14]=[CH:13][C:12]([F:15])=[C:11]([Cl:16])[CH:10]=2)=[N:4][O:5][N:6]=1. The yield is 0.240. (5) The reactants are [CH3:1][O:2][C:3](=[O:10])[CH2:4][C:5]([CH3:9])([CH3:8])[CH:6]=[CH2:7].[CH3:11][C:12]1[CH:21]=[C:20]([CH2:22][O:23][C:24]2[CH:32]=[CH:31][C:27]([CH:28]=[N:29][OH:30])=[CH:26][CH:25]=2)[C:19]2[C:14](=[CH:15][CH:16]=[CH:17][CH:18]=2)[N:13]=1. No catalyst specified. The product is [CH3:1][O:2][C:3](=[O:10])[CH2:4][C:5]([CH3:9])([CH:6]1[O:30][N:29]=[C:28]([C:27]2[CH:26]=[CH:25][C:24]([O:23][CH2:22][C:20]3[C:19]4[C:14](=[CH:15][CH:16]=[CH:17][CH:18]=4)[N:13]=[C:12]([CH3:11])[CH:21]=3)=[CH:32][CH:31]=2)[CH2:7]1)[CH3:8]. The yield is 1.00. (6) The reactants are Br[C:2]1[CH:3]=[C:4]([C:21]2[C:22]([CH3:27])=[N:23][O:24][C:25]=2[CH3:26])[C:5]2[O:10][CH2:9][C@H:8]([C:11]3[CH:16]=[CH:15][CH:14]=[CH:13][N:12]=3)[N:7]3[C:17](=[O:20])[NH:18][C:19]=1[C:6]=23.[CH3:28][C:29]1(C)C(C)(C)OB(C=C)O1.ClCCl.C(=O)([O-])[O-].[K+].[K+]. The catalyst is O1CCOCC1.O.C1C=CC(P(C2C=CC=CC=2)[C-]2C=CC=C2)=CC=1.C1C=CC(P(C2C=CC=CC=2)[C-]2C=CC=C2)=CC=1.Cl[Pd]Cl.[Fe+2]. The product is [CH3:27][C:22]1[C:21]([C:4]2[C:5]3[O:10][CH2:9][C@H:8]([C:11]4[CH:16]=[CH:15][CH:14]=[CH:13][N:12]=4)[N:7]4[C:17](=[O:20])[NH:18][C:19]([C:6]=34)=[C:2]([CH:28]=[CH2:29])[CH:3]=2)=[C:25]([CH3:26])[O:24][N:23]=1. The yield is 0.640. (7) The reactants are [F:1][C:2]1[CH:11]=[CH:10][C:9]([OH:12])=[C:8]2[C:3]=1[CH:4]=[CH:5][CH:6]=[N:7]2.[Cl-].[Cl-].[Cl-].[Al+3].[C:17](Cl)(=[O:19])[CH3:18].Cl.[OH-].[Na+]. The catalyst is O. The product is [F:1][C:2]1[CH:11]=[C:10]([C:17](=[O:19])[CH3:18])[C:9]([OH:12])=[C:8]2[C:3]=1[CH:4]=[CH:5][CH:6]=[N:7]2. The yield is 1.00. (8) The reactants are [Cl:1][S:2]([OH:5])(=O)=[O:3].[NH2:6][C:7]1[N:11]([C:12]2[CH:17]=[CH:16][C:15]([CH3:18])=[CH:14][C:13]=2[F:19])[N:10]=[C:9]([C:20]([F:23])([F:22])[F:21])[N:8]=1. The catalyst is C(OCC)(=O)C. The product is [NH2:6][C:7]1[N:11]([C:12]2[C:13]([F:19])=[CH:14][C:15]([CH3:18])=[C:16]([S:2]([Cl:1])(=[O:5])=[O:3])[CH:17]=2)[N:10]=[C:9]([C:20]([F:23])([F:22])[F:21])[N:8]=1. The yield is 0.930. (9) The reactants are [F:1][C:2]1[CH:7]=[CH:6][N:5]=[C:4]([NH2:8])[C:3]=1[CH2:9][NH:10][CH2:11][C:12]1[CH:17]=[CH:16][C:15]([O:18][CH3:19])=[CH:14][CH:13]=1.C1N=CN([C:25](N2C=NC=C2)=[O:26])C=1.CC(=O)OCC. The catalyst is CC#N. The product is [F:1][C:2]1[C:3]2[CH2:9][N:10]([CH2:11][C:12]3[CH:17]=[CH:16][C:15]([O:18][CH3:19])=[CH:14][CH:13]=3)[C:25](=[O:26])[NH:8][C:4]=2[N:5]=[CH:6][CH:7]=1. The yield is 0.570.